Dataset: Full USPTO retrosynthesis dataset with 1.9M reactions from patents (1976-2016). Task: Predict the reactants needed to synthesize the given product. (1) Given the product [C:19]([NH:23][C:6]1[C:5]([I:9])=[CH:4][N:3]=[C:2]([Cl:1])[N:7]=1)([CH3:22])([CH3:21])[CH3:20], predict the reactants needed to synthesize it. The reactants are: [Cl:1][C:2]1[N:7]=[C:6](Cl)[C:5]([I:9])=[CH:4][N:3]=1.CCN(C(C)C)C(C)C.[C:19]([NH2:23])([CH3:22])([CH3:21])[CH3:20]. (2) Given the product [CH2:22]([O:19][C:13]1[CH:12]=[C:11]2[C:16]([CH2:17][CH2:18][CH:9]([N:5]([CH2:6][CH2:7][CH3:8])[C:3](=[O:4])[C:2]([F:20])([F:21])[F:1])[CH2:10]2)=[CH:15][CH:14]=1)[CH3:23], predict the reactants needed to synthesize it. The reactants are: [F:1][C:2]([F:21])([F:20])[C:3]([N:5]([CH:9]1[CH2:18][CH2:17][C:16]2[C:11](=[CH:12][C:13]([OH:19])=[CH:14][CH:15]=2)[CH2:10]1)[CH2:6][CH2:7][CH3:8])=[O:4].[CH3:22][C:23](C)([O-])C.[K+].C(I)C. (3) Given the product [CH2:3]([O:1][CH2:3][C:4]1[CH:9]=[CH:8][CH:7]=[CH:6][CH:5]=1)[C:4]1[CH:9]=[CH:8][CH:7]=[CH:6][CH:5]=1, predict the reactants needed to synthesize it. The reactants are: [OH-:1].[Na+].[CH2:3](Br)[C:4]1[CH:9]=[CH:8][CH:7]=[CH:6][CH:5]=1.C(Cl)Cl.CO. (4) The reactants are: Br[C:2]1[CH:3]=[C:4]([CH:7]=[O:8])[S:5][CH:6]=1.[CH3:9][Si:10]([C:13]#[CH:14])([CH3:12])[CH3:11].C(N(CC)CC)C.[Cl-].[NH4+]. Given the product [CH3:9][Si:10]([C:13]#[C:14][C:2]1[CH:3]=[C:4]([CH:7]=[O:8])[S:5][CH:6]=1)([CH3:12])[CH3:11], predict the reactants needed to synthesize it. (5) Given the product [CH:18]1([O:1][N:2]2[C:7]([CH3:8])([CH3:9])[CH2:6][CH:5]([OH:10])[CH2:4][C:3]2([CH3:12])[CH3:11])[CH2:23][CH2:22][CH2:21][CH2:20][CH2:19]1, predict the reactants needed to synthesize it. The reactants are: [OH:1][N:2]1[C:7]([CH3:9])([CH3:8])[CH2:6][CH:5]([OH:10])[CH2:4][C:3]1([CH3:12])[CH3:11].Cl.OO.N=O.[CH2:18]1[CH2:23][CH2:22][CH2:21][CH2:20][CH2:19]1. (6) Given the product [C:1]12([C:11]3[CH:12]=[C:13]([C:19]4[CH:20]=[CH:21][C:22]([CH2:25][CH2:26][C:27]([OH:29])=[O:28])=[CH:23][CH:24]=4)[CH:14]=[CH:15][C:16]=3[OH:17])[CH2:2][CH:3]3[CH2:9][CH:7]([CH2:6][CH:5]([CH2:4]3)[CH2:10]1)[CH2:8]2, predict the reactants needed to synthesize it. The reactants are: [C:1]12([C:11]3[CH:12]=[C:13]([C:19]4[CH:24]=[CH:23][C:22]([CH2:25][CH2:26][C:27]([OH:29])=[O:28])=[CH:21][CH:20]=4)[CH:14]=[CH:15][C:16]=3[O:17]C)[CH2:10][CH:5]3[CH2:6][CH:7]([CH2:9][CH:3]([CH2:4]3)[CH2:2]1)[CH2:8]2.B(Br)(Br)Br.O.